This data is from Peptide-MHC class I binding affinity with 185,985 pairs from IEDB/IMGT. The task is: Regression. Given a peptide amino acid sequence and an MHC pseudo amino acid sequence, predict their binding affinity value. This is MHC class I binding data. The peptide sequence is SVMPAWQEK. The MHC is HLA-A11:01 with pseudo-sequence HLA-A11:01. The binding affinity (normalized) is 0.851.